From a dataset of Forward reaction prediction with 1.9M reactions from USPTO patents (1976-2016). Predict the product of the given reaction. (1) Given the reactants [CH2:1]([O:8][C:9](=[O:30])[C@@H:10]([NH:22][C:23]([O:25][C:26]([CH3:29])([CH3:28])[CH3:27])=[O:24])[CH2:11][CH2:12][C:13]1[NH:17][C:16]2[CH:18]=[CH:19][CH:20]=[CH:21][C:15]=2[N:14]=1)[C:2]1[CH:7]=[CH:6][CH:5]=[CH:4][CH:3]=1.[H-].[Na+].I[CH3:34], predict the reaction product. The product is: [CH2:1]([O:8][C:9](=[O:30])[C@@H:10]([NH:22][C:23]([O:25][C:26]([CH3:27])([CH3:29])[CH3:28])=[O:24])[CH2:11][CH2:12][C:13]1[N:17]([CH3:34])[C:16]2[CH:18]=[CH:19][CH:20]=[CH:21][C:15]=2[N:14]=1)[C:2]1[CH:7]=[CH:6][CH:5]=[CH:4][CH:3]=1. (2) Given the reactants Cl[C:2]1[C:3](=[O:10])[N:4]([CH3:9])[N:5]=[CH:6][C:7]=1[Cl:8].[CH3:11][O-:12].[Na+], predict the reaction product. The product is: [Cl:8][C:7]1[CH:6]=[N:5][N:4]([CH3:9])[C:3](=[O:10])[C:2]=1[O:12][CH3:11]. (3) Given the reactants [OH:1][CH2:2][C@@H:3]([C@H:5]([C@@H:7]([C@@H:9]([CH2:11][OH:12])[OH:10])[OH:8])[OH:6])[OH:4].OCC([C@H]([C@@H]([C@H](CO)O)O)O)=O.[Na+].[Cl-].C([O-])([O-])=O.[Ca+2], predict the reaction product. The product is: [OH:8][C:7]1[C@@H:5]([C@@H:3]([OH:4])[CH2:2][OH:1])[O:6][C:11](=[O:12])[C:9]=1[OH:10]. (4) Given the reactants [N+:1]([C:4]1[CH:5]=[N:6][C:7]2[C:12]([C:13]=1[NH:14][CH2:15][CH:16]([CH3:18])[CH3:17])=[CH:11][CH:10]=[CH:9][CH:8]=2)([O-])=O.S([O-])([O-])(=O)=O.[Mg+2].[C:25](O)(=O)[CH2:26][OH:27].Cl, predict the reaction product. The product is: [CH3:17][CH:16]([CH3:18])[CH2:15][N:14]1[C:13]2[C:12]3[CH:11]=[CH:10][CH:9]=[CH:8][C:7]=3[N:6]=[CH:5][C:4]=2[N:1]=[C:25]1[CH2:26][OH:27]. (5) Given the reactants [C:1]([N:4]1[C:13]2[C:8](=[CH:9][C:10]([C:14]([F:23])([C:19]([F:22])([F:21])[F:20])[C:15]([F:18])([F:17])[F:16])=[CH:11][CH:12]=2)[CH2:7][N:6]([N:24]=[CH:25][C:26]2[CH:27]=[N:28][CH:29]=[CH:30][CH:31]=2)[C:5]1=[O:32])(=[O:3])[CH3:2].S(=O)(=O)(O)O, predict the reaction product. The product is: [C:1]([N:4]1[C:13]2[C:8](=[CH:9][C:10]([C:14]([F:23])([C:19]([F:20])([F:21])[F:22])[C:15]([F:17])([F:18])[F:16])=[CH:11][CH:12]=2)[CH2:7][N:6]([NH:24][CH2:25][C:26]2[CH:27]=[N:28][CH:29]=[CH:30][CH:31]=2)[C:5]1=[O:32])(=[O:3])[CH3:2]. (6) Given the reactants [C:1]([C:3]1[CH:8]=[CH:7][C:6]([N:9]2[CH:13]=[C:12]([C:14]([OH:16])=O)[CH:11]=[N:10]2)=[CH:5][CH:4]=1)#[N:2].FC(F)(F)C1C=C(C(O)=O)C=CN=1.C(OC([N:37]1[CH2:42][CH2:41][O:40][C@@H:39]([C:43]2[CH:48]=[CH:47][C:46]([NH2:49])=[C:45]([Cl:50])[CH:44]=2)[CH2:38]1)=O)(C)(C)C, predict the reaction product. The product is: [ClH:50].[Cl:50][C:45]1[CH:44]=[C:43]([C@@H:39]2[O:40][CH2:41][CH2:42][NH:37][CH2:38]2)[CH:48]=[CH:47][C:46]=1[NH:49][C:14]([C:12]1[CH:11]=[N:10][N:9]([C:6]2[CH:5]=[CH:4][C:3]([C:1]#[N:2])=[CH:8][CH:7]=2)[CH:13]=1)=[O:16].